Dataset: NCI-60 drug combinations with 297,098 pairs across 59 cell lines. Task: Regression. Given two drug SMILES strings and cell line genomic features, predict the synergy score measuring deviation from expected non-interaction effect. (1) Drug 1: C1=CN(C=N1)CC(O)(P(=O)(O)O)P(=O)(O)O. Drug 2: C(=O)(N)NO. Cell line: CAKI-1. Synergy scores: CSS=-0.0705, Synergy_ZIP=0.318, Synergy_Bliss=-1.86, Synergy_Loewe=1.17, Synergy_HSA=-1.91. (2) Drug 1: CC(C1=C(C=CC(=C1Cl)F)Cl)OC2=C(N=CC(=C2)C3=CN(N=C3)C4CCNCC4)N. Drug 2: CC1=CC2C(CCC3(C2CCC3(C(=O)C)OC(=O)C)C)C4(C1=CC(=O)CC4)C. Cell line: SF-295. Synergy scores: CSS=11.7, Synergy_ZIP=-2.61, Synergy_Bliss=0.845, Synergy_Loewe=-40.9, Synergy_HSA=-1.78.